From a dataset of Full USPTO retrosynthesis dataset with 1.9M reactions from patents (1976-2016). Predict the reactants needed to synthesize the given product. (1) Given the product [Cl:29][C:26]1[CH:25]=[CH:24][C:23]([CH2:22][N:18]2[C:19]3[C:20](=[O:21])[N:12]([CH2:11][CH:10]([O:44][CH3:45])[CH2:9][OH:8])[C:13](=[O:43])[N:14]([CH3:42])[C:15]=3[N:16]=[C:17]2[O:30][C:31]2[CH:36]=[CH:35][CH:34]=[C:33]([O:37][C:38]([F:41])([F:39])[F:40])[CH:32]=2)=[CH:28][CH:27]=1, predict the reactants needed to synthesize it. The reactants are: [Si]([O:8][CH2:9][CH:10]([O:44][CH3:45])[CH2:11][N:12]1[C:20](=[O:21])[C:19]2[N:18]([CH2:22][C:23]3[CH:28]=[CH:27][C:26]([Cl:29])=[CH:25][CH:24]=3)[C:17]([O:30][C:31]3[CH:36]=[CH:35][CH:34]=[C:33]([O:37][C:38]([F:41])([F:40])[F:39])[CH:32]=3)=[N:16][C:15]=2[N:14]([CH3:42])[C:13]1=[O:43])(C(C)(C)C)(C)C.Cl. (2) Given the product [OH:1][C:2]1[CH:15]=[CH:14][CH:13]=[CH:12][C:3]=1/[CH:4]=[C:5]1/[C:6](=[O:11])[N:7]=[C:8]([N:16]2[CH2:21][CH2:20][O:19][CH2:18][CH2:17]2)[S:9]/1, predict the reactants needed to synthesize it. The reactants are: [OH:1][C:2]1[CH:15]=[CH:14][CH:13]=[CH:12][C:3]=1/[CH:4]=[C:5]1/[C:6](=[O:11])[NH:7][C:8](=S)[S:9]/1.[NH:16]1[CH2:21][CH2:20][O:19][CH2:18][CH2:17]1. (3) Given the product [Cl:6][C:7]1[CH:46]=[CH:45][C:10]([CH2:11][NH:12][C:13]([C:15]2[C:16](=[O:44])[C:17]3[CH:32]=[C:31]([CH2:33][N:34]([CH2:36][C@H:37]([C:39]4[O:40][CH:41]=[CH:42][CH:43]=4)[OH:38])[CH3:35])[S:30][C:18]=3[N:19]([CH2:21][CH2:22][OH:23])[CH:20]=2)=[O:14])=[CH:9][CH:8]=1, predict the reactants needed to synthesize it. The reactants are: Cl(O)(=O)(=O)=O.[Cl:6][C:7]1[CH:46]=[CH:45][C:10]([CH2:11][NH:12][C:13]([C:15]2[C:16](=[O:44])[C:17]3[CH:32]=[C:31]([CH2:33][N:34]([CH2:36][C@H:37]([C:39]4[O:40][CH:41]=[CH:42][CH:43]=4)[OH:38])[CH3:35])[S:30][C:18]=3[N:19]([CH2:21][CH2:22][O:23]C3CCCCO3)[CH:20]=2)=[O:14])=[CH:9][CH:8]=1. (4) Given the product [F:63][C:56]1[CH:57]=[C:58]([F:62])[C:59]([F:61])=[CH:60][C:55]=1[C:54](=[O:64])[CH2:53][C:52]([O:36][CH2:35][C:32]1[CH:31]=[CH:30][C:29]([O:28][CH2:27][CH2:26][CH2:25][CH2:24][CH2:23][CH2:22][CH2:21][CH2:20][CH2:19][CH2:18][CH:15]2[C:14]3[C:9](=[C:10]4[CH:44]=[CH:43][CH:42]=[CH:41][C:11]4=[C:12]4[CH:40]=[CH:39][CH:38]=[CH:37][C:13]4=3)[C:8]3[C:16]2=[C:17]2[CH:1]=[CH:2][CH:3]=[CH:4][C:5]2=[C:6]2[CH:48]=[CH:47][CH:46]=[CH:45][C:7]2=3)=[CH:34][CH:33]=1)=[O:51], predict the reactants needed to synthesize it. The reactants are: [CH:1]1[C:17]2[C:5](=[C:6]3[CH:48]=[CH:47][CH:46]=[CH:45][C:7]3=[C:8]3[C:16]=2[CH:15]([CH2:18][CH2:19][CH2:20][CH2:21][CH2:22][CH2:23][CH2:24][CH2:25][CH2:26][CH2:27][O:28][C:29]2[CH:34]=[CH:33][C:32]([CH2:35][OH:36])=[CH:31][CH:30]=2)[C:14]2[C:9]3=[C:10]3[CH:44]=[CH:43][CH:42]=[CH:41][C:11]3=[C:12]3[CH:40]=[CH:39][CH:38]=[CH:37][C:13]3=2)[CH:4]=[CH:3][CH:2]=1.C([O:51][C:52](=O)[CH2:53][C:54](=[O:64])[C:55]1[CH:60]=[C:59]([F:61])[C:58]([F:62])=[CH:57][C:56]=1[F:63])C.C.CO.